Dataset: Catalyst prediction with 721,799 reactions and 888 catalyst types from USPTO. Task: Predict which catalyst facilitates the given reaction. (1) Reactant: Cl.[NH2:2][C:3]12[CH2:10][CH:9]3[CH2:11][C:5]([OH:12])([CH2:6][CH:7]1[CH2:8]3)[CH2:4]2.C([O-])([O-])=O.[K+].[K+].Cl[CH2:20][C:21]([N:23]1[CH2:27][CH2:26][CH2:25][C@H:24]1[C:28]#[N:29])=[O:22]. Product: [OH:12][C:5]12[CH2:11][CH:9]3[CH2:8][CH:7]([CH2:6]1)[C:3]([NH:2][CH2:20][C:21]([N:23]1[CH2:27][CH2:26][CH2:25][C@H:24]1[C:28]#[N:29])=[O:22])([CH2:10]3)[CH2:4]2. The catalyst class is: 197. (2) Reactant: Cl.[Br:2][C:3]1[CH:8]=[CH:7][C:6]([NH:9]N)=[CH:5][CH:4]=1.[C:11]1(=O)[CH2:17][CH2:16][CH2:15][CH2:14][CH2:13][CH2:12]1. Product: [Br:2][C:3]1[CH:8]=[C:7]2[C:6](=[CH:5][CH:4]=1)[NH:9][C:12]1[CH2:13][CH2:14][CH2:15][CH2:16][CH2:17][C:11]2=1. The catalyst class is: 86. (3) Reactant: Cl[C:2]([O:4][CH3:5])=[O:3].[Cl:6][C:7]1[CH:8]=[C:9]([CH2:13][CH:14]([NH2:16])[CH3:15])[CH:10]=[CH:11][CH:12]=1.C(=O)([O-])[O-].[K+].[K+]. Product: [CH3:5][O:4][C:2](=[O:3])[NH:16][CH:14]([CH3:15])[CH2:13][C:9]1[CH:10]=[CH:11][CH:12]=[C:7]([Cl:6])[CH:8]=1. The catalyst class is: 1. (4) Reactant: [NH2:1][C:2]1[C:3]([C:13]([O:15]C)=[O:14])=[N:4][C:5]([O:10][CH2:11][CH3:12])=[C:6]([Cl:9])[C:7]=1[Cl:8].[OH-].[Na+]. The catalyst class is: 5. Product: [NH2:1][C:2]1[C:3]([C:13]([OH:15])=[O:14])=[N:4][C:5]([O:10][CH2:11][CH3:12])=[C:6]([Cl:9])[C:7]=1[Cl:8]. (5) Reactant: [CH3:1][C@H:2]1[NH:4][C@@H:3]1[C:5]([O:7][CH3:8])=[O:6].CCN(CC)CC.[O:16](C(OC(C)(C)C)=O)[C:17]([O:19][C:20]([CH3:23])([CH3:22])[CH3:21])=O. Product: [CH3:1][C@H:2]1[N:4]([C:17]([O:19][C:20]([CH3:23])([CH3:22])[CH3:21])=[O:16])[C@@H:3]1[C:5]([O:7][CH3:8])=[O:6]. The catalyst class is: 754. (6) Reactant: CO.[CH3:3][O:4][C:5]1[CH:6]=[C:7](/[CH:11]=[CH:12]/[C:13]2[CH:25]=[CH:24][C:16]([C:17]([O:19][C:20]([CH3:23])([CH3:22])[CH3:21])=[O:18])=[C:15]([N+:26]([O-])=O)[CH:14]=2)[CH:8]=[CH:9][CH:10]=1. Product: [NH2:26][C:15]1[CH:14]=[C:13]([CH2:12][CH2:11][C:7]2[CH:8]=[CH:9][CH:10]=[C:5]([O:4][CH3:3])[CH:6]=2)[CH:25]=[CH:24][C:16]=1[C:17]([O:19][C:20]([CH3:23])([CH3:22])[CH3:21])=[O:18]. The catalyst class is: 849. (7) Reactant: [C:1]([O:6][CH2:7][CH:8](OC)[O:9]C)(=[O:5])[CH2:2][CH2:3][CH3:4].C(O)(C(F)(F)F)=O. Product: [C:1]([O:6][CH2:7][CH:8]=[O:9])(=[O:5])[CH2:2][CH2:3][CH3:4]. The catalyst class is: 2. (8) Reactant: [H-].[Na+].[Br:3][C:4]1[CH:12]=[C:11]2[C:7]([CH:8]=[N:9][NH:10]2)=[CH:6][CH:5]=1.[CH:13]1[CH:18]=[CH:17][C:16]([CH2:19]Br)=[CH:15][CH:14]=1. Product: [CH2:19]([N:10]1[C:11]2[C:7](=[CH:6][CH:5]=[C:4]([Br:3])[CH:12]=2)[CH:8]=[N:9]1)[C:16]1[CH:17]=[CH:18][CH:13]=[CH:14][CH:15]=1.[CH2:19]([N:9]1[CH:8]=[C:7]2[C:11]([CH:12]=[C:4]([Br:3])[CH:5]=[CH:6]2)=[N:10]1)[C:16]1[CH:17]=[CH:18][CH:13]=[CH:14][CH:15]=1. The catalyst class is: 1.